This data is from Forward reaction prediction with 1.9M reactions from USPTO patents (1976-2016). The task is: Predict the product of the given reaction. Given the reactants [CH2:1]([O:3][C:4]([C:6]1[CH:7]=[N:8][N:9]2[C:14]([CH:15]3[CH2:20][CH2:19][CH2:18][CH2:17][CH2:16]3)=[C:13]([C:21]3[CH:26]=[CH:25][C:24](I)=[CH:23][CH:22]=3)[CH:12]=[N:11][C:10]=12)=[O:5])[CH3:2].[CH3:28][O:29][C:30]1[CH:31]=[C:32](B(O)O)[CH:33]=[CH:34][CH:35]=1.P([O-])([O-])([O-])=O.[K+].[K+].[K+].O1CCOCC1, predict the reaction product. The product is: [CH2:1]([O:3][C:4]([C:6]1[CH:7]=[N:8][N:9]2[C:14]([CH:15]3[CH2:20][CH2:19][CH2:18][CH2:17][CH2:16]3)=[C:13]([C:21]3[CH:26]=[CH:25][C:24]([C:34]4[CH:33]=[CH:32][CH:31]=[C:30]([O:29][CH3:28])[CH:35]=4)=[CH:23][CH:22]=3)[CH:12]=[N:11][C:10]=12)=[O:5])[CH3:2].